The task is: Predict the product of the given reaction.. This data is from Forward reaction prediction with 1.9M reactions from USPTO patents (1976-2016). (1) Given the reactants [F:1][C:2]1[CH:33]=[C:32]([F:34])[CH:31]=[CH:30][C:3]=1[O:4][C:5]1[CH:6]=[C:7]2[C:11](=[CH:12][C:13]=1[C:14]([NH:16][C@@H:17]([CH2:21]CN(C)C)[C:18](O)=[O:19])=[O:15])[N:10]([CH2:26][CH:27]([CH3:29])[CH3:28])[N:9]=[CH:8]2.[CH3:35][NH:36][CH3:37].C[CH2:39][N:40]=[C:41]=NCCCN(C)C.[CH:49]1C=CC2N(O)N=NC=2C=1.CCN(C(C)C)C(C)C, predict the reaction product. The product is: [CH3:35][N:36]([CH3:49])[CH2:37][CH2:21][C@H:17]([NH:16][C:14]([C:13]1[CH:12]=[C:11]2[C:7]([CH:8]=[N:9][N:10]2[CH2:26][CH:27]([CH3:28])[CH3:29])=[CH:6][C:5]=1[O:4][C:3]1[CH:30]=[CH:31][C:32]([F:34])=[CH:33][C:2]=1[F:1])=[O:15])[C:18](=[O:19])[N:40]([CH3:41])[CH3:39]. (2) Given the reactants [CH3:1][CH:2]1[CH2:11][C:10]([CH3:13])([CH3:12])[C:9]2[C:4](=[CH:5][CH:6]=[C:7]([C:14]#[C:15][Si:16]([CH3:19])([CH3:18])[CH3:17])[CH:8]=2)[C:3]1=[O:20].C(C1C=C(C)C=C(C(C)(C)C)N=1)(C)(C)C.[F:36][C:37]([F:50])([F:49])[S:38](O[S:38]([C:37]([F:50])([F:49])[F:36])(=[O:40])=[O:39])(=[O:40])=[O:39].C(OCC)(=O)C, predict the reaction product. The product is: [CH3:1][C:2]1[CH2:11][C:10]([CH3:12])([CH3:13])[C:9]2[C:4](=[CH:5][CH:6]=[C:7]([C:14]#[C:15][Si:16]([CH3:19])([CH3:18])[CH3:17])[CH:8]=2)[C:3]=1[O:20][S:38]([C:37]([F:50])([F:49])[F:36])(=[O:40])=[O:39]. (3) Given the reactants C[CH:2]([N:4]([CH2:15][C:16]1[NH:20][C:19]2[CH:21]=[CH:22][CH:23]=[C:24]([N:25]3[CH2:30][CH2:29][N:28]([CH3:31])[CH2:27][CH2:26]3)[C:18]=2[N:17]=1)[C@@H:5]1[C:14]2[N:13]=[CH:12][CH:11]=[CH:10][C:9]=2[CH2:8][CH2:7][CH2:6]1)[CH3:3].[CH2:32](N[C@H]1C2N=CC=CC=2CCC1)CC.CN1CCN(C2C3N=C(C=O)NC=3C=CC=2)CC1, predict the reaction product. The product is: [CH3:31][N:28]1[CH2:27][CH2:26][N:25]([C:24]2[C:18]3[N:17]=[C:16]([CH2:15][N:4]([CH2:2][CH2:3][CH3:32])[C@H:5]4[C:14]5[N:13]=[CH:12][CH:11]=[CH:10][C:9]=5[CH2:8][CH2:7][CH2:6]4)[NH:20][C:19]=3[CH:21]=[CH:22][CH:23]=2)[CH2:30][CH2:29]1. (4) Given the reactants C([Li])CCC.[CH3:6][C:7]1[S:8][CH:9]=[CH:10][C:11]=1[CH3:12].[CH:13](=[O:20])[C:14]1[CH:19]=[CH:18][CH:17]=[CH:16][CH:15]=1.[Cl-].[NH4+], predict the reaction product. The product is: [CH3:12][C:11]1[CH:10]=[C:9]([CH:13]([C:14]2[CH:19]=[CH:18][CH:17]=[CH:16][CH:15]=2)[OH:20])[S:8][C:7]=1[CH3:6]. (5) Given the reactants [NH:1]1[CH2:6][CH2:5][CH2:4][C@H:3]([NH:7][S:8]([CH2:11][CH2:12][NH:13][C:14](=[O:20])[O:15][C:16]([CH3:19])([CH3:18])[CH3:17])(=[O:10])=[O:9])[CH2:2]1.Br[CH2:22][C:23]1[C:44]([C:45]([F:48])([F:47])[F:46])=[CH:43][C:26]([C:27]([NH:29][CH2:30][C:31]2[CH:36]=[C:35]([Cl:37])[CH:34]=[CH:33][C:32]=2[S:38]([CH2:41][CH3:42])(=[O:40])=[O:39])=[O:28])=[CH:25][C:24]=1[Cl:49].C(=O)([O-])[O-].[K+].[K+].O, predict the reaction product. The product is: [Cl:49][C:24]1[CH:25]=[C:26]([C:27](=[O:28])[NH:29][CH2:30][C:31]2[CH:36]=[C:35]([Cl:37])[CH:34]=[CH:33][C:32]=2[S:38]([CH2:41][CH3:42])(=[O:40])=[O:39])[CH:43]=[C:44]([C:45]([F:47])([F:48])[F:46])[C:23]=1[CH2:22][N:1]1[CH2:6][CH2:5][CH2:4][C@H:3]([NH:7][S:8]([CH2:11][CH2:12][NH:13][C:14](=[O:20])[O:15][C:16]([CH3:17])([CH3:19])[CH3:18])(=[O:10])=[O:9])[CH2:2]1.